This data is from Tyrosyl-DNA phosphodiesterase HTS with 341,365 compounds. The task is: Binary Classification. Given a drug SMILES string, predict its activity (active/inactive) in a high-throughput screening assay against a specified biological target. The drug is FC(F)(F)C1CCCN(C1)C(=O)c1c2c(nc(c1)c1ccc(OC)cc1)cccc2. The result is 0 (inactive).